This data is from Catalyst prediction with 721,799 reactions and 888 catalyst types from USPTO. The task is: Predict which catalyst facilitates the given reaction. (1) Reactant: [N:1]([O-])=O.[Na+].[NH2:5][C:6]1[CH:7]=[N:8][C:9]2[C:14]([C:15]=1[CH3:16])=[CH:13][C:12]([O:17][CH3:18])=[C:11]([O:19][CH3:20])[CH:10]=2. Product: [CH3:20][O:19][C:11]1[C:12]([O:17][CH3:18])=[CH:13][C:14]2[C:15]3[CH:16]=[N:1][NH:5][C:6]=3[CH:7]=[N:8][C:9]=2[CH:10]=1. The catalyst class is: 211. (2) Reactant: [Br:1][C:2]1[CH:7]=[CH:6][N:5]=[C:4]2[N:8]([S:14]([C:17]3[CH:22]=[CH:21][CH:20]=[CH:19][CH:18]=3)(=[O:16])=[O:15])[C:9]([C:11](=[O:13])[CH3:12])=[CH:10][C:3]=12.[BH4-].[Na+]. Product: [Br:1][C:2]1[CH:7]=[CH:6][N:5]=[C:4]2[N:8]([S:14]([C:17]3[CH:22]=[CH:21][CH:20]=[CH:19][CH:18]=3)(=[O:16])=[O:15])[C:9]([CH:11]([OH:13])[CH3:12])=[CH:10][C:3]=12. The catalyst class is: 20. (3) Reactant: [C:1]1([CH2:7][CH2:8][CH2:9][C:10]2[N:11]=[C:12]([C:15]([NH:17][C@@H:18]([C:20]([NH:22][C@H:23]3[CH2:27][C:26](=[O:28])[O:25][C@@H:24]3[O:29]CC3C=CC=CC=3)=[O:21])[CH3:19])=[O:16])[NH:13][CH:14]=2)[CH:6]=[CH:5][CH:4]=[CH:3][CH:2]=1. Product: [C:1]1([CH2:7][CH2:8][CH2:9][C:10]2[N:11]=[C:12]([C:15]([NH:17][C@H:18]([C:20]([NH:22][C@H:23]([CH:24]=[O:29])[CH2:27][C:26]([OH:28])=[O:25])=[O:21])[CH3:19])=[O:16])[NH:13][CH:14]=2)[CH:2]=[CH:3][CH:4]=[CH:5][CH:6]=1. The catalyst class is: 43. (4) Reactant: CN1CCOCC1.[NH2:8][C:9]1[CH:17]=[CH:16][C:12]([C:13]([OH:15])=[O:14])=[C:11](Cl)[CH:10]=1.[Cl:19]N1N=C(OC)C=C(OC)N1. Product: [NH2:8][C:9]1[CH:17]=[CH:16][C:12]([C:13]([OH:15])=[O:14])=[CH:11][C:10]=1[Cl:19]. The catalyst class is: 13. (5) Reactant: [N+:1]([C:4]1[CH:9]=[CH:8][CH:7]=[CH:6][C:5]=1[NH:10][CH2:11][C@H:12]1[CH2:17][CH2:16][CH2:15][N:14]([C:18]([O:20][C:21]([CH3:24])([CH3:23])[CH3:22])=[O:19])[CH2:13]1)([O-])=O. Product: [NH2:1][C:4]1[CH:9]=[CH:8][CH:7]=[CH:6][C:5]=1[NH:10][CH2:11][C@H:12]1[CH2:17][CH2:16][CH2:15][N:14]([C:18]([O:20][C:21]([CH3:24])([CH3:23])[CH3:22])=[O:19])[CH2:13]1. The catalyst class is: 50.